This data is from Full USPTO retrosynthesis dataset with 1.9M reactions from patents (1976-2016). The task is: Predict the reactants needed to synthesize the given product. (1) Given the product [CH2:1]([N:3]1[C:12](=[O:13])[C:11]2[NH:10][C:9]([CH2:14][Cl:20])=[N:8][C:7]=2[N:6]([CH2:16][CH3:17])[C:4]1=[O:5])[CH3:2], predict the reactants needed to synthesize it. The reactants are: [CH2:1]([N:3]1[C:12](=[O:13])[C:11]2[NH:10][C:9]([CH2:14]O)=[N:8][C:7]=2[N:6]([CH2:16][CH3:17])[C:4]1=[O:5])[CH3:2].S(Cl)([Cl:20])=O. (2) Given the product [Br:1][C:2]1[CH:8]=[CH:7][C:5]([N:6]2[CH:12]=[CH:16][CH:15]=[CH:14]2)=[C:4]([F:9])[CH:3]=1, predict the reactants needed to synthesize it. The reactants are: [Br:1][C:2]1[CH:8]=[CH:7][C:5]([NH2:6])=[C:4]([F:9])[CH:3]=1.CO[CH:12]1[CH2:16][CH2:15][CH:14](OC)O1.